Dataset: Experimental lipophilicity measurements (octanol/water distribution) for 4,200 compounds from AstraZeneca. Task: Regression/Classification. Given a drug SMILES string, predict its absorption, distribution, metabolism, or excretion properties. Task type varies by dataset: regression for continuous measurements (e.g., permeability, clearance, half-life) or binary classification for categorical outcomes (e.g., BBB penetration, CYP inhibition). For this dataset (lipophilicity_astrazeneca), we predict Y. (1) The compound is COc1ccc(C(CNC(=O)Nc2ccccc2)N2CCN(C)CC2)cc1. The Y is 1.50 logD. (2) The molecule is CCN(C(=O)Cc1ccc(S(C)(=O)=O)cc1)C1CCN(CCC(c2ccccc2)N2CCN(c3ccccc3)CC2)CC1. The Y is 2.67 logD. (3) The molecule is CCN(C(=O)Cc1ccc([N+](=O)[O-])cc1)C1CCN(CCC(c2ccccc2)c2ccccc2)CC1. The Y is 4.10 logD.